This data is from Reaction yield outcomes from USPTO patents with 853,638 reactions. The task is: Predict the reaction yield, written as a fraction of the theoretical maximum amount of product (1.0 means a 100% yield; for example, 0.34 means a 34% yield). (1) The reactants are [C:1]([C:3]1[N:8]=[C:7]([NH:9][CH3:10])[C:6]2[C:11]([C:30]([O:32]C)=O)=[N:12][N:13]([C:14]3[CH:19]=[CH:18][CH:17]=[C:16]([C:20]#[C:21][C@:22]4([OH:29])[CH2:26][CH2:25][N:24]([CH3:27])[C:23]4=[O:28])[CH:15]=3)[C:5]=2[CH:4]=1)#[N:2].[NH3:34]. No catalyst specified. The product is [C:1]([C:3]1[N:8]=[C:7]([NH:9][CH3:10])[C:6]2[C:11]([C:30]([NH2:34])=[O:32])=[N:12][N:13]([C:14]3[CH:19]=[CH:18][CH:17]=[C:16]([C:20]#[C:21][C@:22]4([OH:29])[CH2:26][CH2:25][N:24]([CH3:27])[C:23]4=[O:28])[CH:15]=3)[C:5]=2[CH:4]=1)#[N:2]. The yield is 0.120. (2) The reactants are C[Si](C=[N+]=[N-])(C)C.[Si]([O:15][CH2:16][CH2:17][CH2:18][N:19]1[C@@H:28]([C:29]2[CH:34]=[CH:33][CH:32]=[CH:31][C:30]=2[NH:35][C:36]([O:38]C)=O)[C@@H:27](C(O)=O)[C:26]2[C:21](=[CH:22][C:23]([O:45][CH3:46])=[C:24]([O:43][CH3:44])[CH:25]=2)[C:20]1=[O:47])(C(C)(C)C)(C)C.C(C1C(=O)C(Cl)=C(Cl)C(=O)C=1C#N)#N.[OH-].[K+]. The catalyst is CO.C1COCC1.O.C(O)CO.O.C(O)(=O)C. The product is [OH:15][CH2:16][CH2:17][CH2:18][N:19]1[C:28]2[C:29]3[CH:34]=[CH:33][CH:32]=[CH:31][C:30]=3[NH:35][C:36](=[O:38])[C:27]=2[C:26]2[CH:25]=[C:24]([O:43][CH3:44])[C:23]([O:45][CH3:46])=[CH:22][C:21]=2[C:20]1=[O:47]. The yield is 0.470. (3) The reactants are [CH3:1][O:2][C:3]([C:5]1[S:14][C:8]2=[CH:9][N:10]=[CH:11][C:12](Br)=[C:7]2[CH:6]=1)=[O:4].[CH2:15]([Sn](CCCC)(CCCC)C=C)[CH2:16]CC. The catalyst is O1CCOCC1. The product is [CH3:1][O:2][C:3]([C:5]1[S:14][C:8]2=[CH:9][N:10]=[CH:11][C:12]([CH:15]=[CH2:16])=[C:7]2[CH:6]=1)=[O:4]. The yield is 0.500. (4) The reactants are [Cl:1][C:2]1[C:3]([CH2:29][CH3:30])=[C:4]([NH:10][C@H:11]([C@@H:26]([OH:28])[CH3:27])[C:12]([NH:14][NH:15][C:16](=O)[C:17]2[CH:22]=[CH:21][C:20]([C:23]#[N:24])=[CH:19][CH:18]=2)=[O:13])[CH:5]=[CH:6][C:7]=1[C:8]#[N:9].C(NP1(N(CC)CC)N(C)CCCN1C)(C)(C)C. The catalyst is C1COCC1. The yield is 0.170. The product is [Cl:1][C:2]1[C:3]([CH2:29][CH3:30])=[C:4]([NH:10][C@@H:11]([C:12]2[O:13][C:16]([C:17]3[CH:18]=[CH:19][C:20]([C:23]#[N:24])=[CH:21][CH:22]=3)=[N:15][N:14]=2)[C@H:26]([OH:28])[CH3:27])[CH:5]=[CH:6][C:7]=1[C:8]#[N:9]. (5) The reactants are [C:1]([O:5][C:6]([N:8]1[CH:13]2[CH2:14][CH2:15][CH:9]1[CH2:10][NH:11][CH2:12]2)=[O:7])([CH3:4])([CH3:3])[CH3:2].Cl[C:17]1[N:22]=[CH:21][CH:20]=[CH:19][N:18]=1.C(N(CC)CC)C.C1COCC1. The catalyst is ClCCl. The product is [C:1]([O:5][C:6]([N:8]1[CH:9]2[CH2:15][CH2:14][CH:13]1[CH2:12][N:11]([C:17]1[N:22]=[CH:21][CH:20]=[CH:19][N:18]=1)[CH2:10]2)=[O:7])([CH3:4])([CH3:2])[CH3:3]. The yield is 0.710. (6) The reactants are [Br:1][C:2]1[CH:3]=[N:4][C:5](C#N)=[N:6][CH:7]=1.C[Mg+].[Br-].[CH2:13]1[CH2:17][O:16]CC1. No catalyst specified. The product is [Br:1][C:2]1[CH:3]=[N:4][C:5]([C:17](=[O:16])[CH3:13])=[N:6][CH:7]=1. The yield is 0.302. (7) The reactants are O1CCCC1.[N:6]1[CH:11]=[CH:10][CH:9]=[CH:8][C:7]=1[CH2:12][CH2:13][C:14]1[CH:23]=[CH:22][C:17]([C:18](OC)=[O:19])=[CH:16][CH:15]=1.[H-].C([NH2+]CC(C)C)C(C)C.C(C(C(C([O-])=O)O)O)([O-])=O.[Na+].[K+]. The catalyst is C(OCC)(=O)C. The product is [N:6]1[CH:11]=[CH:10][CH:9]=[CH:8][C:7]=1[CH2:12][CH2:13][C:14]1[CH:15]=[CH:16][C:17]([CH2:18][OH:19])=[CH:22][CH:23]=1. The yield is 0.960. (8) The reactants are [CH3:1][O:2][C:3](=[O:15])[C:4]1[C:5](=[C:10]([OH:14])[CH:11]=[CH:12][CH:13]=1)[C:6]([O:8][CH3:9])=[O:7].[F:16][C:17]1[C:25]2[CH:24]=[C:23]([CH2:26]O)[S:22][C:21]=2[CH:20]=[CH:19][CH:18]=1.C1(P(C2C=CC=CC=2)C2C=CC=CC=2)C=CC=CC=1.N(C(OC(C)C)=O)=NC(OC(C)C)=O. The catalyst is C1COCC1. The product is [CH3:1][O:2][C:3](=[O:15])[C:4]1[C:5](=[C:10]([O:14][CH2:26][C:23]2[S:22][C:21]3[CH:20]=[CH:19][CH:18]=[C:17]([F:16])[C:25]=3[CH:24]=2)[CH:11]=[CH:12][CH:13]=1)[C:6]([O:8][CH3:9])=[O:7]. The yield is 0.760.